This data is from Forward reaction prediction with 1.9M reactions from USPTO patents (1976-2016). The task is: Predict the product of the given reaction. (1) Given the reactants [NH2:1][CH2:2][CH2:3][CH2:4][S:5]([OH:8])(=[O:7])=[O:6].C([O-])(=O)C.[K+:13].[C:14]1(=O)[O:19][C:17](=[O:18])[C:16]2=[CH:20][CH:21]=[CH:22][CH:23]=[C:15]12, predict the reaction product. The product is: [O:18]=[C:17]1[C:16]2[C:15](=[CH:23][CH:22]=[CH:21][CH:20]=2)[C:14](=[O:19])[N:1]1[CH2:2][CH2:3][CH2:4][S:5]([O-:8])(=[O:7])=[O:6].[K+:13]. (2) Given the reactants [Cl:1][C:2]1[CH:3]=[C:4]([CH:9]([N:14]2[CH2:19][CH2:18][CH:17]([CH2:20][OH:21])[CH2:16][CH2:15]2)[C:10]([O:12][CH3:13])=[O:11])[CH:5]=[C:6]([Cl:8])[CH:7]=1.N1C=CN=C1.[C:27]([Si:31](Cl)([CH3:33])[CH3:32])([CH3:30])([CH3:29])[CH3:28], predict the reaction product. The product is: [Si:31]([O:21][CH2:20][CH:17]1[CH2:16][CH2:15][N:14]([CH:9]([C:4]2[CH:3]=[C:2]([Cl:1])[CH:7]=[C:6]([Cl:8])[CH:5]=2)[C:10]([O:12][CH3:13])=[O:11])[CH2:19][CH2:18]1)([C:27]([CH3:30])([CH3:29])[CH3:28])([CH3:33])[CH3:32]. (3) Given the reactants [C:1]([O:5][C:6](=[O:17])[C:7]1[CH:12]=[CH:11][C:10]([N+:13]([O-:15])=[O:14])=[C:9](F)[CH:8]=1)([CH3:4])([CH3:3])[CH3:2].Cl.[CH2:19]([O:21][C:22](=[O:26])[CH2:23][CH2:24][NH2:25])[CH3:20].CCN(C(C)C)C(C)C, predict the reaction product. The product is: [C:1]([O:5][C:6](=[O:17])[C:7]1[CH:12]=[CH:11][C:10]([N+:13]([O-:15])=[O:14])=[C:9]([NH:25][CH2:24][CH2:23][C:22]([O:21][CH2:19][CH3:20])=[O:26])[CH:8]=1)([CH3:4])([CH3:3])[CH3:2].